From a dataset of Full USPTO retrosynthesis dataset with 1.9M reactions from patents (1976-2016). Predict the reactants needed to synthesize the given product. (1) Given the product [CH3:1][O:2][C:3]1[CH:4]=[C:5]2[C:10](=[CH:11][C:12]=1[O:13][CH3:14])[N:9]=[CH:8][N:7]=[C:6]2[N:15]1[CH2:20][CH2:19][N:18]([CH2:31][CH2:30][N:29]([CH3:33])[CH3:28])[CH:17]([C:21]2[CH:26]=[CH:25][CH:24]=[CH:23][CH:22]=2)[CH2:16]1, predict the reactants needed to synthesize it. The reactants are: [CH3:1][O:2][C:3]1[CH:4]=[C:5]2[C:10](=[CH:11][C:12]=1[O:13][CH3:14])[N:9]=[CH:8][N:7]=[C:6]2[N:15]1[CH2:20][CH2:19][NH:18][CH:17]([C:21]2[CH:26]=[CH:25][CH:24]=[CH:23][CH:22]=2)[CH2:16]1.Cl.[CH3:28][N:29]([CH3:33])[CH2:30][CH2:31]Cl.C([O-])([O-])=O.[Cs+].[Cs+]. (2) The reactants are: [Br:1][CH:2]([CH2:6][CH:7]([CH3:9])[CH3:8])[C:3]([OH:5])=[O:4].[N+](=[CH2:12])=[N-]. Given the product [Br:1][CH:2]([CH2:6][CH:7]([CH3:9])[CH3:8])[C:3]([O:5][CH3:12])=[O:4], predict the reactants needed to synthesize it. (3) Given the product [Cl:17][C:18]1[C:25]([CH3:26])=[C:24]([N:27]2[C:15](=[NH:16])[C:10]3([CH2:14][CH2:13][CH2:12][CH2:11]3)[N:9]([CH3:8])[C:28]2=[O:29])[CH:23]=[CH:22][C:19]=1[C:20]#[N:21], predict the reactants needed to synthesize it. The reactants are: C(N(CC)CC)C.[CH3:8][NH:9][C:10]1([C:15]#[N:16])[CH2:14][CH2:13][CH2:12][CH2:11]1.[Cl:17][C:18]1[C:25]([CH3:26])=[C:24]([N:27]=[C:28]=[O:29])[CH:23]=[CH:22][C:19]=1[C:20]#[N:21]. (4) Given the product [F:24][C:25]1[C:30]([C@@H:31]([N:33]2[CH2:38][C@H:37]([CH3:39])[O:36]/[C:35](=[CH:48]\[C:47]3[CH:50]=[CH:51][C:52]([N:53]4[CH:57]=[C:56]([CH3:58])[N:55]=[CH:54]4)=[C:45]([O:44][CH3:43])[CH:46]=3)/[C:34]2=[O:41])[CH3:32])=[CH:29][CH:28]=[C:27]([F:42])[N:26]=1, predict the reactants needed to synthesize it. The reactants are: [Br-].C1([PH+](C2C=CC=CC=2)C2C=CC=CC=2)C=CC=CC=1.C(#N)C.[F:24][C:25]1[C:30]([C@@H:31]([N:33]2[CH2:38][CH:37]([CH3:39])[O:36][C@H:35](O)[C:34]2=[O:41])[CH3:32])=[CH:29][CH:28]=[C:27]([F:42])[N:26]=1.[CH3:43][O:44][C:45]1[CH:46]=[C:47]([CH:50]=[CH:51][C:52]=1[N:53]1[CH:57]=[C:56]([CH3:58])[N:55]=[CH:54]1)[CH:48]=O.